From a dataset of Forward reaction prediction with 1.9M reactions from USPTO patents (1976-2016). Predict the product of the given reaction. (1) Given the reactants [Br:1][C:2]1[CH:6]=[C:5]([C:7]([OH:9])=O)[N:4]([C:10]2[C:15]([Cl:16])=[CH:14][CH:13]=[CH:12][N:11]=2)[N:3]=1.[Cl:17][C:18]1[CH:19]=[C:20]2[C:24](=[C:25]([CH3:27])[CH:26]=1)[NH:23][C:22](=[O:28])[C:21]2=[O:29].N1C=CC=C(C)C=1.CS(Cl)(=O)=[O:39], predict the reaction product. The product is: [N:23]1[CH:22]=[CH:21][CH:27]=[C:25]([CH3:26])[CH:24]=1.[Br:1][C:2]1[CH:6]=[C:5]([C:7]([NH:23][C:24]2[C:25]([CH3:27])=[CH:26][C:18]([Cl:17])=[CH:19][C:20]=2[C:21](=[O:29])[C:22]([OH:39])=[O:28])=[O:9])[N:4]([C:10]2[C:15]([Cl:16])=[CH:14][CH:13]=[CH:12][N:11]=2)[N:3]=1. (2) Given the reactants COC1C=CC(C[O:8][C:9]2[CH:10]=[CH:11][C:12]([S:19]([C:22]3[CH:28]=[CH:27][C:25]([CH3:26])=[CH:24][CH:23]=3)(=[O:21])=[O:20])=[C:13]3[C:18]=2[N:17]=[CH:16][CH:15]=[CH:14]3)=CC=1.FC(F)(F)C(O)=O.[OH-].[Na+], predict the reaction product. The product is: [C:25]1([CH3:26])[CH:24]=[CH:23][C:22]([S:19]([C:12]2[CH:11]=[CH:10][C:9]([OH:8])=[C:18]3[C:13]=2[CH:14]=[CH:15][CH:16]=[N:17]3)(=[O:21])=[O:20])=[CH:28][CH:27]=1. (3) Given the reactants [C:1](=[O:5])([O:3][CH3:4])[NH2:2].[C:6](Cl)(=[O:10])[CH:7]=[CH:8][CH3:9].C=CC1C=CC=CC=1, predict the reaction product. The product is: [C:6]([NH:2][C:1](=[O:5])[O:3][CH3:4])(=[O:10])/[CH:7]=[CH:8]/[CH3:9]. (4) Given the reactants [Cl:1][C:2]1[CH:7]=[CH:6][C:5](B(O)O)=[CH:4][CH:3]=1.C([O:14][C@@H:15]1[C@@H:28]([O:29]C(=O)C)[C@H:27]([O:33]C(=O)C)[CH2:26][S:25][C@H:16]1[O:17][C:18]1[CH:19]=[N:20][CH:21]=[C:22](Br)[CH:23]=1)(=O)C, predict the reaction product. The product is: [O:17]([C:18]1[CH:19]=[N:20][CH:21]=[C:22]([C:5]2[CH:6]=[CH:7][C:2]([Cl:1])=[CH:3][CH:4]=2)[CH:23]=1)[C@@H:16]1[S:25][CH2:26][C@@H:27]([OH:33])[C@H:28]([OH:29])[C@H:15]1[OH:14]. (5) The product is: [C:15]1([CH:14]([C:21]2[CH:26]=[CH:25][CH:24]=[CH:23][CH:22]=2)[CH2:13][NH:12][C:10]2[C:9]3[C:4](=[CH:5][CH:6]=[CH:7][CH:8]=3)[N:3]=[C:2]([C:35]3[CH:36]=[C:37]4[C:42](=[CH:43][CH:44]=3)[N:41]=[CH:40][CH:39]=[N:38]4)[N:11]=2)[CH:20]=[CH:19][CH:18]=[CH:17][CH:16]=1. Given the reactants Cl[C:2]1[N:11]=[C:10]([NH:12][CH2:13][CH:14]([C:21]2[CH:26]=[CH:25][CH:24]=[CH:23][CH:22]=2)[C:15]2[CH:20]=[CH:19][CH:18]=[CH:17][CH:16]=2)[C:9]2[C:4](=[CH:5][CH:6]=[CH:7][CH:8]=2)[N:3]=1.CC1(C)C(C)(C)OB([C:35]2[CH:36]=[C:37]3[C:42](=[CH:43][CH:44]=2)[N:41]=[CH:40][CH:39]=[N:38]3)O1.C(NC1C2C(=CC=CC=2)N=C(C2SC3C=CC=CC=3C=2)N=1)(C1C=CC=CC=1)C1C=CC=CC=1, predict the reaction product. (6) Given the reactants [OH:1][C@H:2]1[CH2:6][N:5]([CH2:7][CH2:8][CH2:9][C:10]#[N:11])[C@@H:4]([CH2:12][OH:13])[CH2:3]1.C(N(CC)[C:17](=[O:26])[C:18]1[CH:23]=[CH:22][CH:21]=[C:20]([CH3:24])[C:19]=1[CH3:25])C, predict the reaction product. The product is: [OH:1][C@H:2]1[CH2:6][N:5]([CH2:7][CH2:8][CH2:9][C:10]2[NH:11][C:17](=[O:26])[C:18]3[C:19]([CH:25]=2)=[C:20]([CH3:24])[CH:21]=[CH:22][CH:23]=3)[C@@H:4]([CH2:12][OH:13])[CH2:3]1.